From a dataset of Catalyst prediction with 721,799 reactions and 888 catalyst types from USPTO. Predict which catalyst facilitates the given reaction. (1) Reactant: [NH2:1][C:2]1[N:7]=[CH:6][C:5]([N:8]2[CH2:11][C:10]([CH3:13])([OH:12])[CH2:9]2)=[CH:4][CH:3]=1.CC1(C)C2C(=C(P(C3C=CC=CC=3)C3C=CC=CC=3)C=CC=2)OC2C(P(C3C=CC=CC=3)C3C=CC=CC=3)=CC=CC1=2.Br[C:57]1[C:58](=[O:65])[N:59]([CH3:64])[CH:60]=[C:61]([Br:63])[CH:62]=1.C([O-])([O-])=O.[Cs+].[Cs+]. Product: [Br:63][C:61]1[CH:62]=[C:57]([NH:1][C:2]2[CH:3]=[CH:4][C:5]([N:8]3[CH2:11][C:10]([OH:12])([CH3:13])[CH2:9]3)=[CH:6][N:7]=2)[C:58](=[O:65])[N:59]([CH3:64])[CH:60]=1. The catalyst class is: 62. (2) Reactant: CO[C:3]([C:5]1[N:6]=[N:7][C:8]([O:11][CH2:12][C:13]2[C:14]([CH2:19][CH2:20][CH2:21][CH3:22])=[N:15][O:16][C:17]=2[CH3:18])=[CH:9][CH:10]=1)=[O:4].[NH2:23][CH2:24][C:25]([CH3:28])([OH:27])[CH3:26]. Product: [OH:27][C:25]([CH3:28])([CH3:26])[CH2:24][NH:23][C:3]([C:5]1[N:6]=[N:7][C:8]([O:11][CH2:12][C:13]2[C:14]([CH2:19][CH2:20][CH2:21][CH3:22])=[N:15][O:16][C:17]=2[CH3:18])=[CH:9][CH:10]=1)=[O:4]. The catalyst class is: 11. (3) Reactant: [CH3:1][O:2][C:3]1[CH:4]=[C:5]([CH2:11][C:12]([NH:14][CH2:15][C:16]2[CH:21]=[CH:20][CH:19]=[CH:18][C:17]=2[N:22]([CH3:27])[S:23]([CH3:26])(=[O:25])=[O:24])=O)[CH:6]=[CH:7][C:8]=1[O:9][CH3:10].B.CSC. Product: [CH3:1][O:2][C:3]1[CH:4]=[C:5]([CH:6]=[CH:7][C:8]=1[O:9][CH3:10])[CH2:11][CH2:12][NH:14][CH2:15][C:16]1[CH:21]=[CH:20][CH:19]=[CH:18][C:17]=1[N:22]([CH3:27])[S:23]([CH3:26])(=[O:25])=[O:24]. The catalyst class is: 1. (4) The catalyst class is: 4. Reactant: COC1C=C(OC)C=CC=1C[C:6]1[C:7]([F:35])=[C:8]([S:25]([NH:28][C:29]2[CH:34]=[CH:33][N:32]=[CH:31][N:30]=2)(=[O:27])=[O:26])[CH:9]=[C:10]([F:24])[C:11]=1[O:12][C@H:13]1[CH2:17][CH2:16][CH2:15][C@@H:14]1[C:18]1[N:22]([CH3:23])[N:21]=[CH:20][CH:19]=1.C([SiH](CC)CC)C.FC(F)(F)C(O)=O. Product: [F:35][C:7]1[CH:6]=[C:11]([O:12][C@H:13]2[CH2:17][CH2:16][CH2:15][C@@H:14]2[C:18]2[N:22]([CH3:23])[N:21]=[CH:20][CH:19]=2)[C:10]([F:24])=[CH:9][C:8]=1[S:25]([NH:28][C:29]1[CH:34]=[CH:33][N:32]=[CH:31][N:30]=1)(=[O:26])=[O:27].